This data is from Forward reaction prediction with 1.9M reactions from USPTO patents (1976-2016). The task is: Predict the product of the given reaction. Given the reactants C(=O)([O:7][CH:8]1[C:12]2[CH:13]=[C:14]([CH:26]=[O:27])[C:15]([N:18]3[CH2:23][C@H:22]([CH3:24])[O:21][C@H:20]([CH3:25])[CH2:19]3)=[C:16]([F:17])[C:11]=2[O:10][NH:9]1)OC(C)(C)C.Cl, predict the reaction product. The product is: [CH3:25][C@H:20]1[O:21][C@@H:22]([CH3:24])[CH2:23][N:18]([C:15]2[C:14]([CH:26]=[O:27])=[CH:13][C:12]3[C:8]([OH:7])=[N:9][O:10][C:11]=3[C:16]=2[F:17])[CH2:19]1.